This data is from Reaction yield outcomes from USPTO patents with 853,638 reactions. The task is: Predict the reaction yield, written as a fraction of the theoretical maximum amount of product (1.0 means a 100% yield; for example, 0.34 means a 34% yield). (1) The reactants are [CH3:1][N:2]([CH3:6])[CH2:3][CH2:4][NH2:5].[F:7][C:8]1[CH:13]=[CH:12][C:11]([C:14]([C:16]2[C:25]([N+:26]([O-])=O)=[C:24]3[C:19]([CH:20]=[CH:21][CH:22]=[N:23]3)=[CH:18][CH:17]=2)=O)=[CH:10][CH:9]=1.CCOC(C)=O.[Cl-].[Na+].O. The catalyst is C(Cl)Cl.C1COCC1. The product is [NH2:26][C:25]1[C:16](/[C:14](=[N:5]/[CH2:4][CH2:3][N:2]([CH3:6])[CH3:1])/[C:11]2[CH:10]=[CH:9][C:8]([F:7])=[CH:13][CH:12]=2)=[CH:17][CH:18]=[C:19]2[C:24]=1[N:23]=[CH:22][CH:21]=[CH:20]2. The yield is 0.910. (2) The reactants are Br[C:2]1[CH:9]=[CH:8][C:5]([C:6]#[N:7])=[CH:4][CH:3]=1.C([Cu])#N.FC1C=CC(C=C)=CC=1.F[C:23]1[CH:28]=[CH:27][CH:26]=[CH:25][C:24]=1[C:29]([C:31]1[CH:36]=[CH:35][C:34]([O:37][CH3:38])=[CH:33][CH:32]=1)=[O:30]. The catalyst is C1COCC1.[N+](CCCC)(CCCC)(CCCC)CCCC.[I-].CN1C(=O)N(C)CCC1.COCCOC. The product is [CH3:38][O:37][C:34]1[CH:35]=[CH:36][C:31]([C:29]([C:24]2[CH:25]=[CH:26][CH:27]=[CH:28][C:23]=2[C:2]2[CH:9]=[CH:8][C:5]([C:6]#[N:7])=[CH:4][CH:3]=2)=[O:30])=[CH:32][CH:33]=1. The yield is 0.870.